From a dataset of Full USPTO retrosynthesis dataset with 1.9M reactions from patents (1976-2016). Predict the reactants needed to synthesize the given product. (1) Given the product [CH:1]1([CH2:4][O:5][C:6]2[CH:11]=[CH:10][C:9]([C:12]3[O:13][C:14]4[CH:20]=[C:19]([O:21][CH2:22][C@@H:23]([NH:25][C:26]([NH2:38])=[O:27])[CH3:24])[CH:18]=[CH:17][C:15]=4[N:16]=3)=[CH:8][C:7]=2[F:33])[CH2:3][CH2:2]1, predict the reactants needed to synthesize it. The reactants are: [CH:1]1([CH2:4][O:5][C:6]2[CH:11]=[CH:10][C:9]([C:12]3[O:13][C:14]4[CH:20]=[C:19]([O:21][CH2:22][C@@H:23]([NH:25][C:26](=O)[O:27]C(C)(C)C)[CH3:24])[CH:18]=[CH:17][C:15]=4[N:16]=3)=[CH:8][C:7]=2[F:33])[CH2:3][CH2:2]1.C[Si]([N:38]=C=O)(C)C. (2) Given the product [Br:1][C:2]1[CH:3]=[CH:4][C:5]2[N:6]([C:14]([C:15]#[N:16])=[CH:9][N:8]=2)[CH:7]=1, predict the reactants needed to synthesize it. The reactants are: [Br:1][C:2]1[CH:3]=[CH:4][C:5]([N:8]=[CH:9]N(C)C)=[N:6][CH:7]=1.Br[CH2:14][C:15]#[N:16].C([O-])(O)=O.[Na+].